Dataset: Forward reaction prediction with 1.9M reactions from USPTO patents (1976-2016). Task: Predict the product of the given reaction. (1) Given the reactants [Cl:1][C:2]1[CH:7]=[C:6]([F:8])[CH:5]=[CH:4][C:3]=1[NH:9][S:10]([CH:13]1[C:18]([C:19]([O:21][CH2:22][CH3:23])=[O:20])=[CH:17][C:16](=[O:24])[CH2:15][CH2:14]1)(=[O:12])=[O:11].Br[CH2:26]Br.C([Li])CCC.CCCCCC.[Cl-].[NH4+], predict the reaction product. The product is: [Cl:1][C:2]1[CH:7]=[C:6]([F:8])[CH:5]=[CH:4][C:3]=1[NH:9][S:10]([CH:13]1[CH2:14][CH2:15][C:16]2([O:24][CH2:26]2)[CH:17]=[C:18]1[C:19]([O:21][CH2:22][CH3:23])=[O:20])(=[O:12])=[O:11]. (2) Given the reactants [CH2:1]([N:8]1[CH2:13][CH:12]=[C:11]([CH2:14][CH2:15][OH:16])[CH2:10][CH2:9]1)[C:2]1[CH:7]=[CH:6][CH:5]=[CH:4][CH:3]=1.[C:17]1([CH3:27])[CH:22]=[CH:21][C:20]([S:23](Cl)(=[O:25])=[O:24])=[CH:19][CH:18]=1.C(N(CC)CC)C, predict the reaction product. The product is: [CH2:1]([N:8]1[CH2:9][CH:10]=[C:11]([CH2:14][CH2:15][O:16][S:23]([C:20]2[CH:21]=[CH:22][C:17]([CH3:27])=[CH:18][CH:19]=2)(=[O:25])=[O:24])[CH2:12][CH2:13]1)[C:2]1[CH:7]=[CH:6][CH:5]=[CH:4][CH:3]=1. (3) Given the reactants [NH:1]1[C:9]2[C:4](=[CH:5][C:6]([C:10]([OH:12])=O)=[CH:7][CH:8]=2)[CH:3]=[N:2]1.[CH2:13]([N:20]1[CH2:25][CH2:24][CH:23]([NH:26][CH3:27])[CH2:22][CH2:21]1)[C:14]1[CH:19]=[CH:18][CH:17]=[CH:16][CH:15]=1.C(N(CC)CC)C.Cl.C(N=C=NCCCN(C)C)C.OC1C2N=NNC=2C=CC=1.C(=O)([O-])O.[Na+], predict the reaction product. The product is: [CH2:13]([N:20]1[CH2:25][CH2:24][CH:23]([N:26]([CH3:27])[C:10]([C:6]2[CH:5]=[C:4]3[C:9](=[CH:8][CH:7]=2)[NH:1][N:2]=[CH:3]3)=[O:12])[CH2:22][CH2:21]1)[C:14]1[CH:15]=[CH:16][CH:17]=[CH:18][CH:19]=1. (4) Given the reactants [NH2:1][C:2]1[C:19]([CH3:20])=[CH:18][C:5]([O:6][C:7]2[CH:8]=[CH:9][C:10]([N+:15]([O-:17])=[O:16])=[C:11]([NH:13][CH3:14])[CH:12]=2)=[CH:4][C:3]=1[CH3:21].C(N(CC)CC)C.[C:29](O[C:29]([O:31][C:32]([CH3:35])([CH3:34])[CH3:33])=[O:30])([O:31][C:32]([CH3:35])([CH3:34])[CH3:33])=[O:30], predict the reaction product. The product is: [C:32]([O:31][C:29]([NH:1][C:2]1[C:3]([CH3:21])=[CH:4][C:5]([O:6][C:7]2[CH:8]=[CH:9][C:10]([N+:15]([O-:17])=[O:16])=[C:11]([NH:13][CH3:14])[CH:12]=2)=[CH:18][C:19]=1[CH3:20])=[O:30])([CH3:35])([CH3:34])[CH3:33]. (5) Given the reactants Cl[C:2]1[N:3]=[N:4][C:5]([I:8])=[CH:6][CH:7]=1.[N:9]1([C:15]([O:17][C:18]([CH3:21])([CH3:20])[CH3:19])=[O:16])[CH2:14][CH2:13][NH:12][CH2:11][CH2:10]1.CCN(C(C)C)C(C)C, predict the reaction product. The product is: [I:8][C:5]1[N:4]=[N:3][C:2]([N:12]2[CH2:11][CH2:10][N:9]([C:15]([O:17][C:18]([CH3:21])([CH3:20])[CH3:19])=[O:16])[CH2:14][CH2:13]2)=[CH:7][CH:6]=1. (6) Given the reactants Cl[C:2]1[N:7]=[C:6]([NH:8][C:9]2[CH:17]=[CH:16][C:15]([N:18]3[CH2:23][CH2:22][CH2:21][CH2:20][CH2:19]3)=[CH:14][C:10]=2[C:11]([NH2:13])=[O:12])[C:5]([Cl:24])=[CH:4][N:3]=1.[NH2:25][C:26]1[CH:38]=[CH:37][C:29]2[N:30]([CH3:36])[C:31](=[O:35])[CH2:32][CH2:33][CH2:34][C:28]=2[CH:27]=1.Cl, predict the reaction product. The product is: [Cl:24][C:5]1[C:6]([NH:8][C:9]2[CH:17]=[CH:16][C:15]([N:18]3[CH2:23][CH2:22][CH2:21][CH2:20][CH2:19]3)=[CH:14][C:10]=2[C:11]([NH2:13])=[O:12])=[N:7][C:2]([NH:25][C:26]2[CH:38]=[CH:37][C:29]3[N:30]([CH3:36])[C:31](=[O:35])[CH2:32][CH2:33][CH2:34][C:28]=3[CH:27]=2)=[N:3][CH:4]=1.